This data is from Full USPTO retrosynthesis dataset with 1.9M reactions from patents (1976-2016). The task is: Predict the reactants needed to synthesize the given product. (1) Given the product [CH2:1]([N:3]([CH2:4][CH3:5])[C:23](=[O:25])[CH:22]([N:18]1[CH2:19][CH2:20][CH2:21][CH:16]([NH:15][C:11]2[CH:10]=[C:9]3[C:14](=[CH:13][CH:12]=2)[NH:6][N:7]=[CH:8]3)[CH2:17]1)[C:26]1[CH:27]=[CH:28][CH:29]=[CH:30][CH:31]=1)[CH3:2], predict the reactants needed to synthesize it. The reactants are: [CH2:1]([NH:3][CH2:4][CH3:5])[CH3:2].[NH:6]1[C:14]2[C:9](=[CH:10][C:11]([NH:15][CH:16]3[CH2:21][CH2:20][CH2:19][N:18]([CH:22]([C:26]4[CH:31]=[CH:30][CH:29]=[CH:28][CH:27]=4)[C:23]([OH:25])=O)[CH2:17]3)=[CH:12][CH:13]=2)[CH:8]=[N:7]1.Cl.C(N=C=NCCCN(C)C)C.ON1C2C=CC=CC=2N=N1.CN(C1C=CC=CN=1)C.C(=O)([O-])O.[Na+]. (2) Given the product [C:20]1([C:3]2[N:4]=[C:5]3[C:11]4[CH:12]=[CH:13][CH:14]=[CH:15][C:10]=4[NH:9][C:8]4[N:16]=[CH:17][CH:18]=[CH:19][C:7]=4[N:6]3[C:2]=2[C:42]2[CH:43]=[CH:44][C:45]([C@@H:48]([NH:50][C:51](=[O:57])[O:52][C:53]([CH3:56])([CH3:55])[CH3:54])[CH3:49])=[CH:46][CH:47]=2)[CH:25]=[CH:24][CH:23]=[CH:22][CH:21]=1, predict the reactants needed to synthesize it. The reactants are: Br[C:2]1[N:6]2[C:7]3[CH:19]=[CH:18][CH:17]=[N:16][C:8]=3[NH:9][C:10]3[CH:15]=[CH:14][CH:13]=[CH:12][C:11]=3[C:5]2=[N:4][C:3]=1[C:20]1[CH:25]=[CH:24][CH:23]=[CH:22][CH:21]=1.C(O)C.C(=O)(O)[O-].[Na+].CC1(C)C(C)(C)OB([C:42]2[CH:47]=[CH:46][C:45]([C@@H:48]([NH:50][C:51](=[O:57])[O:52][C:53]([CH3:56])([CH3:55])[CH3:54])[CH3:49])=[CH:44][CH:43]=2)O1. (3) Given the product [ClH:1].[NH2:28][C:22]1([C:20]([NH:19][C@@H:14]([CH2:15][CH:16]([CH3:18])[CH3:17])/[CH:13]=[CH:12]/[C:11]([N:2]2[C:10]3[C:5](=[CH:6][CH:7]=[CH:8][CH:9]=3)[CH2:4][CH2:3]2)=[O:36])=[O:21])[CH2:27][CH2:26][O:25][CH2:24][CH2:23]1, predict the reactants needed to synthesize it. The reactants are: [ClH:1].[N:2]1([C:11](=[O:36])/[CH:12]=[CH:13]/[C@@H:14]([NH:19][C:20]([C:22]2([NH:28]C(=O)OC(C)(C)C)[CH2:27][CH2:26][O:25][CH2:24][CH2:23]2)=[O:21])[CH2:15][CH:16]([CH3:18])[CH3:17])[C:10]2[C:5](=[CH:6][CH:7]=[CH:8][CH:9]=2)[CH2:4][CH2:3]1.